From a dataset of Full USPTO retrosynthesis dataset with 1.9M reactions from patents (1976-2016). Predict the reactants needed to synthesize the given product. (1) Given the product [O:1]1[CH2:5][CH2:4][O:3][CH:2]1[C:6]1[CH:13]=[CH:12][C:9]([C:10](=[S:14])[NH2:11])=[CH:8][CH:7]=1, predict the reactants needed to synthesize it. The reactants are: [O:1]1[CH2:5][CH2:4][O:3][CH:2]1[C:6]1[CH:13]=[CH:12][C:9]([C:10]#[N:11])=[CH:8][CH:7]=1.[SH2:14]. (2) Given the product [F:18][CH2:19][CH2:20][CH:21]1[CH2:26][CH2:25][N:24]([C:2]2[CH:7]=[CH:6][N:5]3[CH:8]=[C:9]([C:11]4[CH:16]=[CH:15][CH:14]=[CH:13][CH:12]=4)[N:10]=[C:4]3[CH:3]=2)[CH2:23][CH2:22]1, predict the reactants needed to synthesize it. The reactants are: Br[C:2]1[CH:7]=[CH:6][N:5]2[CH:8]=[C:9]([C:11]3[CH:16]=[CH:15][CH:14]=[CH:13][CH:12]=3)[N:10]=[C:4]2[CH:3]=1.Cl.[F:18][CH2:19][CH2:20][CH:21]1[CH2:26][CH2:25][NH:24][CH2:23][CH2:22]1. (3) Given the product [C:43]([O:42][C:40](=[O:41])[CH2:39][C@H:38]([C:47]1[O:53][C:51]([CH3:52])=[C:50]([C:54]([O:56][CH3:57])=[O:55])[N:49]=1)[CH2:37][CH2:36][CH2:35][CH:29]1[CH2:34][CH2:33][CH2:32][CH2:31][CH2:30]1)([CH3:44])([CH3:46])[CH3:45], predict the reactants needed to synthesize it. The reactants are: C1(P(C2C=CC=CC=2)C2C=CC=CC=2)C=CC=CC=1.II.C(N(CC)CC)C.[CH:29]1([CH2:35][CH2:36][CH2:37][C@@H:38]([C:47]([NH:49][CH:50]([C:54]([O:56][CH3:57])=[O:55])[C:51](=[O:53])[CH3:52])=O)[CH2:39][C:40]([O:42][C:43]([CH3:46])([CH3:45])[CH3:44])=[O:41])[CH2:34][CH2:33][CH2:32][CH2:31][CH2:30]1. (4) Given the product [C:39]([O:43][C:44]([N:46]1[CH2:51][CH2:50][N:49]([C:27]([C:13]2[C:14]3[C:19]([CH3:20])=[N:18][N:17]([CH:21]4[CH2:26][CH2:25][CH2:24][CH2:23][O:22]4)[C:15]=3[N:16]=[C:11]([C:8]3[CH:9]=[CH:10][C:5]([O:4][CH2:3][O:2][CH3:1])=[CH:6][CH:7]=3)[CH:12]=2)=[O:28])[C@H:48]([CH2:52][C:53]([F:55])([F:56])[F:54])[CH2:47]1)=[O:45])([CH3:42])([CH3:40])[CH3:41], predict the reactants needed to synthesize it. The reactants are: [CH3:1][O:2][CH2:3][O:4][C:5]1[CH:10]=[CH:9][C:8]([C:11]2[CH:12]=[C:13]([C:27](O)=[O:28])[C:14]3[C:19]([CH3:20])=[N:18][N:17]([CH:21]4[CH2:26][CH2:25][CH2:24][CH2:23][O:22]4)[C:15]=3[N:16]=2)=[CH:7][CH:6]=1.CCN(C(C)C)C(C)C.[C:39]([O:43][C:44]([N:46]1[CH2:51][CH2:50][NH:49][C@H:48]([CH2:52][C:53]([F:56])([F:55])[F:54])[CH2:47]1)=[O:45])([CH3:42])([CH3:41])[CH3:40].